Dataset: Forward reaction prediction with 1.9M reactions from USPTO patents (1976-2016). Task: Predict the product of the given reaction. Given the reactants O[CH:2]=[C:3]1[C:12](=[O:13])[C:11]2[C:6](=[CH:7][CH:8]=[CH:9][CH:10]=2)[CH2:5][S:4]1.[Cl:14]CC(Cl)=O, predict the reaction product. The product is: [Cl:14]/[CH:2]=[C:3]1\[S:4][CH2:5][C:6]2[C:11]([C:12]\1=[O:13])=[CH:10][CH:9]=[CH:8][CH:7]=2.